From a dataset of Catalyst prediction with 721,799 reactions and 888 catalyst types from USPTO. Predict which catalyst facilitates the given reaction. (1) Reactant: [NH2:1][C:2]1[N:3]=[C:4]([Cl:23])[C:5]2[CH2:10][C:9](=[O:11])[N:8]([CH2:12][C:13]3[C:18]([CH3:19])=[C:17]([O:20][CH3:21])[C:16]([CH3:22])=[CH:15][N:14]=3)[C:6]=2[N:7]=1.[CH:24]([C:26]1[NH:30][CH:29]=[C:28]([C:31]([OH:33])=[O:32])[C:27]=1[CH3:34])=O.N1CCCCC1. Product: [NH2:1][C:2]1[N:3]=[C:4]([Cl:23])[C:5]2=[C:6]([N:8]([CH2:12][C:13]3[C:18]([CH3:19])=[C:17]([O:20][CH3:21])[C:16]([CH3:22])=[CH:15][N:14]=3)[C:9](=[O:11])/[C:10]/2=[CH:24]\[C:26]2[NH:30][CH:29]=[C:28]([C:31]([OH:33])=[O:32])[C:27]=2[CH3:34])[N:7]=1. The catalyst class is: 14. (2) Reactant: [F:1][C:2]([F:7])([F:6])[C:3]([O-:5])=[O:4].[CH3:8][N:9]([C+:11]([N:13]([CH3:15])[CH3:14])Cl)[CH3:10].[CH3:16][N-:17][CH3:18].[Li+]. Product: [F:1][C:2]([F:7])([F:6])[C:3]([O-:5])=[O:4].[CH3:8][N:9]([CH3:10])[C:11](=[N+:17]([CH3:18])[CH3:16])[N:13]([CH3:15])[CH3:14]. The catalyst class is: 10.